This data is from Reaction yield outcomes from USPTO patents with 853,638 reactions. The task is: Predict the reaction yield, written as a fraction of the theoretical maximum amount of product (1.0 means a 100% yield; for example, 0.34 means a 34% yield). (1) The reactants are Cl.[NH2:2][C@@H:3]1[CH2:8][CH2:7][CH2:6][N:5]([C:9]([C:11]2[S:12][C:13]([C:16]3[C:20]([CH3:21])=[C:19]([C:22]([F:25])([F:24])[F:23])[O:18][N:17]=3)=[CH:14][CH:15]=2)=[O:10])[CH2:4]1.C(N(CC)CC)C.[C:33](Cl)(=[O:35])[CH3:34]. The yield is 0.830. The catalyst is C1COCC1. The product is [CH3:21][C:20]1[C:16]([C:13]2[S:12][C:11]([C:9]([N:5]3[CH2:6][CH2:7][CH2:8][C@@H:3]([NH:2][C:33](=[O:35])[CH3:34])[CH2:4]3)=[O:10])=[CH:15][CH:14]=2)=[N:17][O:18][C:19]=1[C:22]([F:25])([F:24])[F:23]. (2) The reactants are Br[C:2]1[N:3]=[C:4]2[N:11]([CH2:12][CH2:13][CH:14]3[CH2:19][CH2:18][O:17][CH2:16][CH2:15]3)[CH2:10][C:9](=[O:20])[NH:8][C:5]2=[N:6][CH:7]=1.CC1(C)C(C)(C)OB([C:29]2[CH:34]=[CH:33][C:32]([C:35]([OH:38])([CH3:37])[CH3:36])=[CH:31][CH:30]=2)O1.C(=O)([O-])[O-].[Na+].[Na+]. The catalyst is CN(C)C=O.O.C1C=CC(P(C2C=CC=CC=2)[C-]2C=CC=C2)=CC=1.C1C=CC(P(C2C=CC=CC=2)[C-]2C=CC=C2)=CC=1.Cl[Pd]Cl.[Fe+2]. The product is [OH:38][C:35]([C:32]1[CH:33]=[CH:34][C:29]([C:2]2[N:3]=[C:4]3[N:11]([CH2:12][CH2:13][CH:14]4[CH2:19][CH2:18][O:17][CH2:16][CH2:15]4)[CH2:10][C:9](=[O:20])[NH:8][C:5]3=[N:6][CH:7]=2)=[CH:30][CH:31]=1)([CH3:37])[CH3:36]. The yield is 0.250.